Dataset: Reaction yield outcomes from USPTO patents with 853,638 reactions. Task: Predict the reaction yield, written as a fraction of the theoretical maximum amount of product (1.0 means a 100% yield; for example, 0.34 means a 34% yield). (1) The reactants are [Cl:1][C:2]1[C:10]2[C:9]3[CH2:11][N:12]([CH2:21][CH2:22][N:23]4[CH2:28][CH2:27][CH2:26][CH2:25][CH2:24]4)[C:13](=[O:20])[C@H:14]([CH2:16][C:17]([OH:19])=O)[CH2:15][C:8]=3[CH:7]=[C:6]([Cl:29])[C:5]=2[NH:4][N:3]=1.C(N(CC)C(C)C)(C)C.CN(C(ON1N=NC2C=CC=CC1=2)=[N+](C)C)C.[B-](F)(F)(F)F.Cl.Cl.[NH:63]1[CH2:68][CH2:67][CH:66]([N:69]2[C:77]3[C:72](=[N:73][CH:74]=[CH:75][CH:76]=3)[NH:71][C:70]2=[O:78])[CH2:65][CH2:64]1. The catalyst is CN(C)C=O. The product is [Cl:1][C:2]1[C:10]2[C:9]3[CH2:11][N:12]([CH2:21][CH2:22][N:23]4[CH2:28][CH2:27][CH2:26][CH2:25][CH2:24]4)[C:13](=[O:20])[C@H:14]([CH2:16][C:17](=[O:19])[N:63]4[CH2:64][CH2:65][CH:66]([N:69]5[C:77]6[C:72](=[N:73][CH:74]=[CH:75][CH:76]=6)[NH:71][C:70]5=[O:78])[CH2:67][CH2:68]4)[CH2:15][C:8]=3[CH:7]=[C:6]([Cl:29])[C:5]=2[NH:4][N:3]=1. The yield is 0.710. (2) The reactants are [CH3:1][C:2]1[O:6][C:5]([NH2:7])=[N:4][N:3]=1.[H-].[Na+].[N+](C1C=CC([O:19][C:20]([N:22]2[CH2:25][CH:24]([O:26][C:27]3[CH:32]=[CH:31][C:30]([C:33]4[CH:38]=[CH:37][CH:36]=[CH:35][C:34]=4[F:39])=[CH:29][N:28]=3)[CH2:23]2)=O)=CC=1)([O-])=O. The catalyst is CN(C=O)C. The product is [CH3:1][C:2]1[O:6][C:5]([NH:7][C:20]([N:22]2[CH2:23][CH:24]([O:26][C:27]3[CH:32]=[CH:31][C:30]([C:33]4[CH:38]=[CH:37][CH:36]=[CH:35][C:34]=4[F:39])=[CH:29][N:28]=3)[CH2:25]2)=[O:19])=[N:4][N:3]=1. The yield is 0.110. (3) The reactants are [Cl:1][C:2]1[CH:23]=[CH:22][C:5]([CH2:6][CH2:7][O:8][C:9]2[N:14]=[N:13][C:12]([C:15]3[CH:16]=[C:17]([CH:19]=[CH:20][CH:21]=3)[NH2:18])=[CH:11][CH:10]=2)=[CH:4][CH:3]=1.N1C=CC=CC=1.[C:30]([C:32]1[CH:37]=[CH:36][C:35]([S:38](Cl)(=[O:40])=[O:39])=[CH:34][CH:33]=1)#[N:31]. The catalyst is ClCCl. The product is [Cl:1][C:2]1[CH:3]=[CH:4][C:5]([CH2:6][CH2:7][O:8][C:9]2[N:14]=[N:13][C:12]([C:15]3[CH:16]=[C:17]([NH:18][S:38]([C:35]4[CH:34]=[CH:33][C:32]([C:30]#[N:31])=[CH:37][CH:36]=4)(=[O:40])=[O:39])[CH:19]=[CH:20][CH:21]=3)=[CH:11][CH:10]=2)=[CH:22][CH:23]=1. The yield is 0.450. (4) The reactants are [OH:1][C:2]1[CH:11]=[CH:10][CH:9]=[C:8]2[C:3]=1[C:4]([NH:12][C:13]1[CH:18]=[CH:17][C:16]([O:19][C:20]3[CH:21]=[N:22][C:23]([CH3:26])=[CH:24][CH:25]=3)=[C:15]([CH3:27])[CH:14]=1)=[N:5][CH:6]=[N:7]2.[C:28]([O:33][CH3:34])(=[O:32])[C@@H:29]([CH3:31])O. No catalyst specified. The product is [CH3:27][C:15]1[CH:14]=[C:13]([NH:12][C:4]2[C:3]3[C:8](=[CH:9][CH:10]=[CH:11][C:2]=3[O:1][C@@H:29]([CH3:31])[C:28]([O:33][CH3:34])=[O:32])[N:7]=[CH:6][N:5]=2)[CH:18]=[CH:17][C:16]=1[O:19][C:20]1[CH:21]=[N:22][C:23]([CH3:26])=[CH:24][CH:25]=1. The yield is 0.860. (5) The reactants are [I:8][CH2:7][C:6](O[C:6](=[O:9])[CH2:7][I:8])=[O:9].[NH2:10][C:11]1[CH:19]=[CH:18][C:14]([C:15]([OH:17])=[O:16])=[CH:13][CH:12]=1. The catalyst is O1CCOCC1. The product is [I:8][CH2:7][C:6]([NH:10][C:11]1[CH:19]=[CH:18][C:14]([C:15]([OH:17])=[O:16])=[CH:13][CH:12]=1)=[O:9]. The yield is 0.720. (6) The reactants are C1C(=O)N(Br)C(=O)C1.[Cl:9][C:10]1[C:15](/[C:16](/O)=[CH:17]\[C:18]2[CH:23]=[CH:22][N:21]=[C:20]([Cl:24])[N:19]=2)=[CH:14][CH:13]=[CH:12][C:11]=1[NH:26][S:27]([C:30]1[C:35]([F:36])=[CH:34][CH:33]=[CH:32][C:31]=1[F:37])(=[O:29])=[O:28].[O:38]1[CH2:43][CH2:42][CH:41]([C:44](=[S:46])[NH2:45])[CH2:40][CH2:39]1. The catalyst is CC(N(C)C)=O.O. The product is [Cl:9][C:10]1[C:15]([C:16]2[N:45]=[C:44]([CH:41]3[CH2:42][CH2:43][O:38][CH2:39][CH2:40]3)[S:46][C:17]=2[C:18]2[CH:23]=[CH:22][N:21]=[C:20]([Cl:24])[N:19]=2)=[CH:14][CH:13]=[CH:12][C:11]=1[NH:26][S:27]([C:30]1[C:35]([F:36])=[CH:34][CH:33]=[CH:32][C:31]=1[F:37])(=[O:29])=[O:28]. The yield is 0.501. (7) The yield is 0.200. The product is [O:18]=[C:19]1[CH2:24][CH2:23][S:22][CH2:21][C:20]1=[CH:1][C:3]1[CH:8]=[CH:7][C:6]([CH:9]([CH3:17])[C:10]([O:12][C:13]([CH3:16])([CH3:15])[CH3:14])=[O:11])=[CH:5][CH:4]=1. The catalyst is C1(C)C=CC=CC=1. The reactants are [CH:1]([C:3]1[CH:8]=[CH:7][C:6]([CH:9]([CH3:17])[C:10]([O:12][C:13]([CH3:16])([CH3:15])[CH3:14])=[O:11])=[CH:5][CH:4]=1)=O.[O:18]=[C:19]1[CH2:24][CH2:23][S:22][CH2:21][CH2:20]1.N1CCCCC1.C(O)(=O)C. (8) The catalyst is C(O)C. The product is [OH:19][C@H:7]1[CH2:6][CH2:5][CH2:4][C:3]2[C@:8]1([C:13]1[CH:14]=[CH:15][CH:16]=[CH:17][CH:18]=1)[CH2:9][CH2:10][C:11](=[O:12])[C:2]=2[CH3:1]. The reactants are [CH3:1][C:2]1[C:11](=[O:12])[CH2:10][CH2:9][C@@:8]2([C:13]3[CH:18]=[CH:17][CH:16]=[CH:15][CH:14]=3)[C:3]=1[CH2:4][CH2:5][CH2:6][C:7]2=[O:19].[BH4-].[Na+]. The yield is 0.700.